From a dataset of Full USPTO retrosynthesis dataset with 1.9M reactions from patents (1976-2016). Predict the reactants needed to synthesize the given product. (1) Given the product [OH:1][C@H:2]1[CH2:6][CH2:5][N:4]([C:18]([O:20][C:21]([CH3:24])([CH3:23])[CH3:22])=[O:19])[C@@H:3]1[C:7]([O:9][CH2:10][CH3:11])=[O:8], predict the reactants needed to synthesize it. The reactants are: [OH:1][C@H:2]1[CH2:6][CH2:5][NH:4][C@@H:3]1[C:7]([O:9][CH2:10][CH3:11])=[O:8].C[C@H]1CCN([C:18]([O:20][C:21]([CH3:24])([CH3:23])[CH3:22])=[O:19])[C@@H]1C(OCC)=O. (2) Given the product [F:12][C:13]([F:21])([F:22])[C:14]1[CH:15]=[CH:16][C:17]([NH:18][C:7](=[O:9])[C:6]2[CH:10]=[C:2]([Cl:1])[CH:3]=[CH:4][C:5]=2[OH:11])=[CH:19][CH:20]=1, predict the reactants needed to synthesize it. The reactants are: [Cl:1][C:2]1[CH:10]=[C:6]([C:7]([OH:9])=O)[C:5]([OH:11])=[CH:4][CH:3]=1.[F:12][C:13]([F:22])([F:21])[C:14]1[CH:20]=[CH:19][C:17]([NH2:18])=[CH:16][CH:15]=1. (3) Given the product [CH2:35]([C:22]1[C:21]([B:40]2[O:41][C:42]([CH3:44])([CH3:43])[C:38]([CH3:54])([CH3:37])[O:39]2)=[CH:26][CH:25]=[CH:24][C:23]=1[CH2:27][CH2:28][CH2:29][C:30]([O:32][CH2:33][CH3:34])=[O:31])[CH3:36], predict the reactants needed to synthesize it. The reactants are: C1(P(C2CCCCC2)C2CCCCC2)CCCCC1.Cl[C:21]1[C:22]([CH2:35][CH3:36])=[C:23]([CH2:27][CH2:28][CH2:29][C:30]([O:32][CH2:33][CH3:34])=[O:31])[CH:24]=[CH:25][CH:26]=1.[CH3:37][C:38]1([CH3:54])[C:42]([CH3:44])([CH3:43])[O:41][B:40]([B:40]2[O:41][C:42]([CH3:44])([CH3:43])[C:38]([CH3:54])([CH3:37])[O:39]2)[O:39]1.C([O-])(=O)C.[K+]. (4) Given the product [Cl:21][C:22]1[CH:27]=[CH:26][CH:25]=[CH:24][C:23]=1[NH:28][C:29]([C:7]1[S:20][C:10]2[C:11]3[CH:19]=[N:18][CH:17]=[CH:16][C:12]=3[O:13][CH2:14][CH2:15][C:9]=2[CH:8]=1)=[O:30], predict the reactants needed to synthesize it. The reactants are: C([Li])CCC.Br[C:7]1[S:20][C:10]2[C:11]3[CH:19]=[N:18][CH:17]=[CH:16][C:12]=3[O:13][CH2:14][CH2:15][C:9]=2[CH:8]=1.[Cl:21][C:22]1[CH:27]=[CH:26][CH:25]=[CH:24][C:23]=1[N:28]=[C:29]=[O:30].Cl.C([O-])(O)=O.[Na+]. (5) Given the product [CH:35]1([C:33]2[N:34]=[C:28]([CH:13]3[CH2:14][CH:15]([C:17]4[CH:22]=[CH:21][C:20]([O:23][C:24]([F:25])([F:27])[F:26])=[CH:19][CH:18]=4)[CH2:16][N:11]([C:9]([N:6]4[CH2:7][CH2:8][CH:3]([C:1]#[N:2])[CH2:4][CH2:5]4)=[O:10])[CH2:12]3)[O:30][N:32]=2)[CH2:37][CH2:36]1, predict the reactants needed to synthesize it. The reactants are: [C:1]([CH:3]1[CH2:8][CH2:7][N:6]([C:9]([N:11]2[CH2:16][CH:15]([C:17]3[CH:22]=[CH:21][C:20]([O:23][C:24]([F:27])([F:26])[F:25])=[CH:19][CH:18]=3)[CH2:14][CH:13]([C:28]([OH:30])=O)[CH2:12]2)=[O:10])[CH2:5][CH2:4]1)#[N:2].O[N:32]=[C:33]([CH:35]1[CH2:37][CH2:36]1)[NH2:34].